This data is from Forward reaction prediction with 1.9M reactions from USPTO patents (1976-2016). The task is: Predict the product of the given reaction. Given the reactants [Si]([O:8]/[C:9](/[C:12]1[N:17]=[CH:16][CH:15]=[CH:14][N:13]=1)=[CH:10]\[CH3:11])(C(C)(C)C)(C)C.O.C1C(=O)N([Br:26])C(=O)C1, predict the reaction product. The product is: [Br:26][CH:10]([CH3:11])[C:9]([C:12]1[N:17]=[CH:16][CH:15]=[CH:14][N:13]=1)=[O:8].